This data is from Reaction yield outcomes from USPTO patents with 853,638 reactions. The task is: Predict the reaction yield, written as a fraction of the theoretical maximum amount of product (1.0 means a 100% yield; for example, 0.34 means a 34% yield). (1) The reactants are Br[C:2]1[CH:3]=[C:4]([CH3:13])[C:5](=[O:12])[N:6]([CH2:8][CH:9]2[CH2:11][CH2:10]2)[CH:7]=1.[F:14][C:15]1[CH:36]=[C:35]([F:37])[CH:34]=[CH:33][C:16]=1[O:17][C:18]1[CH:23]=[CH:22][C:21]([NH:24][S:25]([CH2:28][CH3:29])(=[O:27])=[O:26])=[CH:20][C:19]=1B(O)O.[O-]P([O-])([O-])=O.[K+].[K+].[K+].N#N. The catalyst is O1CCOCC1.C1C=CC(P(C2C=CC=CC=2)[C-]2C=CC=C2)=CC=1.C1C=CC(P(C2C=CC=CC=2)[C-]2C=CC=C2)=CC=1.Cl[Pd]Cl.[Fe+2].O. The product is [CH:9]1([CH2:8][N:6]2[C:5](=[O:12])[C:4]([CH3:13])=[CH:3][C:2]([C:23]3[CH:22]=[C:21]([NH:24][S:25]([CH2:28][CH3:29])(=[O:26])=[O:27])[CH:20]=[CH:19][C:18]=3[O:17][C:16]3[CH:33]=[CH:34][C:35]([F:37])=[CH:36][C:15]=3[F:14])=[CH:7]2)[CH2:11][CH2:10]1. The yield is 0.286. (2) The reactants are [CH3:1][O:2][C:3]1[C:8]([NH2:9])=[CH:7][CH:6]=[C:5]([O:10][CH3:11])[N:4]=1.[C:12]1([CH3:24])[CH:17]=[C:16]([CH3:18])[CH:15]=[C:14]([CH3:19])[C:13]=1[S:20](Cl)(=[O:22])=[O:21].C([O-])([O-])=O.[Na+].[Na+]. The catalyst is CCOC(C)=O.O. The product is [CH3:1][O:2][C:3]1[C:8]([NH:9][S:20]([C:13]2[C:14]([CH3:19])=[CH:15][C:16]([CH3:18])=[CH:17][C:12]=2[CH3:24])(=[O:22])=[O:21])=[CH:7][CH:6]=[C:5]([O:10][CH3:11])[N:4]=1. The yield is 0.990. (3) The reactants are [Br:1][C:2]1[CH:12]=[C:11]([O:13][CH3:14])[C:10]([O:15][CH2:16][C:17]2[CH:22]=[CH:21][C:20]([O:23][CH3:24])=[CH:19][CH:18]=2)=[CH:9][C:3]=1[C:4]([O:6]CC)=[O:5].O.CO. The catalyst is C1COCC1. The product is [Br:1][C:2]1[CH:12]=[C:11]([O:13][CH3:14])[C:10]([O:15][CH2:16][C:17]2[CH:22]=[CH:21][C:20]([O:23][CH3:24])=[CH:19][CH:18]=2)=[CH:9][C:3]=1[C:4]([OH:6])=[O:5]. The yield is 0.920. (4) The reactants are CC(C)([O-])C.[K+].[NH2:7][C:8]1[CH:13]=[CH:12][CH:11]=[CH:10][N:9]=1.[F:14][C:15]1[CH:20]=[CH:19][C:18]([N+:21]([O-:23])=[O:22])=[C:17](F)[C:16]=1[CH3:25]. The catalyst is C1COCC1.O. The product is [F:14][C:15]1[C:16]([CH3:25])=[C:17]([NH:7][C:8]2[CH:13]=[CH:12][CH:11]=[CH:10][N:9]=2)[C:18]([N+:21]([O-:23])=[O:22])=[CH:19][CH:20]=1. The yield is 0.700. (5) The reactants are S(Cl)(C)(=O)=O.[Br:6][C:7]1[C:12]([O:13][CH3:14])=[CH:11][C:10]([CH2:15][OH:16])=[CH:9][C:8]=1[O:17][CH3:18].[CH2:19](N(CC)CC)C.C[O-].[Na+].CO. The catalyst is COCCOC.O.C1(C)C=CC=CC=1. The product is [Br:6][C:7]1[C:12]([O:13][CH3:14])=[CH:11][C:10]([CH2:15][O:16][CH3:19])=[CH:9][C:8]=1[O:17][CH3:18]. The yield is 0.995. (6) The reactants are [C:1]([CH:3]1[CH2:8][O:7][CH2:6][CH2:5][N:4]1[C:9]([O:11][C:12]([CH3:15])([CH3:14])[CH3:13])=[O:10])#[N:2].[N-:16]=[N+:17]=[N-:18].[Na+].[Cl-].[NH4+]. The catalyst is CN(C=O)C. The product is [N:2]1[NH:16][N:17]=[N:18][C:1]=1[CH:3]1[CH2:8][O:7][CH2:6][CH2:5][N:4]1[C:9]([O:11][C:12]([CH3:15])([CH3:14])[CH3:13])=[O:10]. The yield is 0.807.